Task: Predict the reaction yield, written as a fraction of the theoretical maximum amount of product (1.0 means a 100% yield; for example, 0.34 means a 34% yield).. Dataset: Reaction yield outcomes from USPTO patents with 853,638 reactions The reactants are [Cl:1][C:2]1[C:10]2[CH:9]=[C:8]([C:11]([OH:13])=O)[S:7][C:6]=2[CH:5]=[CH:4][CH:3]=1.Cl.[CH3:15][NH:16][O:17][CH3:18].C1CCC(N=C=NC2CCCCC2)CC1.CCN(C(C)C)C(C)C. The catalyst is C(Cl)Cl. The product is [Cl:1][C:2]1[C:10]2[CH:9]=[C:8]([C:11]([N:16]([O:17][CH3:18])[CH3:15])=[O:13])[S:7][C:6]=2[CH:5]=[CH:4][CH:3]=1. The yield is 0.752.